From a dataset of Experimentally validated miRNA-target interactions with 360,000+ pairs, plus equal number of negative samples. Binary Classification. Given a miRNA mature sequence and a target amino acid sequence, predict their likelihood of interaction. (1) The miRNA is hsa-miR-363-5p with sequence CGGGUGGAUCACGAUGCAAUUU. The protein sequence of the target gene is MLRTALRGAPRLLSRVQPRAPCLRRLWGRGARPEVAGRRRAWAWGWRRSSSEQGPGPAAALGRVEAAHYQLVYTCKVCGTRSSKRISKLAYHQGVVIVTCPGCQNHHIIADNLGWFSDLNGKRNIEEILTARGEQVHRVAGEGALELVLEAAGAPTSTAAPEAGEDEGPPSPGKTEPS. Result: 1 (interaction). (2) The miRNA is cel-miR-359 with sequence UCACUGGUCUUUCUCUGACGAA. The protein sequence of the target gene is MAARSWQDELAQQAEEGSARLRELLSVGLGFLRTELGLDLGLEPKRYPGWVILVGTGALGLLLLFLLGYGWAAACAGARKKRRSPPRKREEAAPPTPAPDDLAQLKNLRSEEQKKKNRKKLPEKPKPNGRTVEVPEDEVVRNPRSITAKQAPETDKKNEKSKKNKKKSKSDAKAVQNSSRHDGKEVDEGAWETKISHREKRQQRKRDKVLTDSGSLDSTIPGIENIITVTTEQLTTASFPVGSKKNKGDSHLNVQVSNFKSGKGDSTLQVSSRLNENLTVNGGGWSEKSVKLSSQLSEEK.... Result: 0 (no interaction). (3) The miRNA is hsa-miR-143-3p with sequence UGAGAUGAAGCACUGUAGCUC. The protein sequence of the target gene is MAAQPPRPVGERSMGSSREAARAPARSPAWASTQASTPGAALAVQRESPESGLQKHYSNLCMEKSQKINPFILHILQEVDEEIKKGLAAGITLNIAGNNRLVPVERVTGEDFWILSKILKNCLYINGLDVGYNLLCDVGAYYAAKLLQKQLNLIYLNLMFNDIGPEGGELIAKVLHKNRTLKYLRMTGNKIENKGGMFFAAMLQINSSLEKLDLGDCDLGMQSVIAFATVLTQNQAIKAINLNRPILYSEQEESTVHVGRMLKENHCLVALHMCKHDIKNSGIQQLCDALYLNSSLRYLD.... Result: 0 (no interaction). (4) The miRNA is hsa-miR-93-3p with sequence ACUGCUGAGCUAGCACUUCCCG. The protein sequence of the target gene is MMDQARSAFSNLFGGEPLSYTRFSLARQVDGDNSHVEMKLAADEEENADNNMKASVRKPKRFNGRLCFAAIALVIFFLIGFMSGYLGYCKRVEQKEECVKLAETEETDKSETMETEDVPTSSRLYWADLKTLLSEKLNSIEFADTIKQLSQNTYTPREAGSQKDESLAYYIENQFHEFKFSKVWRDEHYVKIQVKSSIGQNMVTIVQSNGNLDPVESPEGYVAFSKPTEVSGKLVHANFGTKKDFEELSYSVNGSLVIVRAGEITFAEKVANAQSFNAIGVLIYMDKNKFPVVEADLALF.... Result: 0 (no interaction). (5) The miRNA is hsa-miR-148b-3p with sequence UCAGUGCAUCACAGAACUUUGU. The protein sequence of the target gene is MWTSGRMSNAKNWLGLGMSLYFWGLMDLTTTVLSDTPTPQGELEALLSDKPQSHQRTKRSWVWNQFFVLEEYTGTDPLYVGKLHSDMDRGDGSIKYILSGEGAGIVFTIDDTTGDIHAIQRLDREERAQYTLRAQALDRRTGRPMEPESEFIIKIQDINDNEPKFLDGPYVATVPEMSPVGTSVIQVTATDADDPTYGNSARVVYSILQGQPYFSVDSKTGVIRTALMNMDREAKEYYEVIIQAKDMGGQLGGLAGTTTVNITLSDVNDNPPRFPQKHYQMSVLESAPISSTVGRVFAKD.... Result: 1 (interaction). (6) The miRNA is hsa-miR-6766-5p with sequence CGGGUGGGAGCAGAUCUUAUUGAG. The protein sequence of the target gene is MDKFRMLFQHFQSSSESVMNGICLLLAAVTVKLYSSFDFNCPCLVHYNALYGLGLLLTPPLALFLCGLLANRQSVVMVEEWRRPAGHRRKDPGIIRYMCSSVLQRALAAPLVWILLALLDGKCFVCAFSSSVDPEKFLDFANMTPSQVQLFLAKVPCKEDELVRDSPARKAVSRYLRCLSQAIGWSVTLLLIIAAFLARCLRPCFDQTVFLQRRYWSNYVDLEQKLFDETCCEHARDFAHRCVLHFFASMRSELQARGLRRGNAGRRLELPAVPEPPEGLDSGSGKAHLRAISSREQVDR.... Result: 0 (no interaction).